This data is from Full USPTO retrosynthesis dataset with 1.9M reactions from patents (1976-2016). The task is: Predict the reactants needed to synthesize the given product. (1) Given the product [C:1]([O:5][C:6]([N:8]1[CH2:13][CH2:12][N:11]([CH2:24][C:21]2[CH:22]=[CH:23][C:18]([C:17]([O:16][CH2:14][CH3:15])=[O:27])=[CH:19][C:20]=2[Br:26])[CH2:10][CH2:9]1)=[O:7])([CH3:4])([CH3:2])[CH3:3], predict the reactants needed to synthesize it. The reactants are: [C:1]([O:5][C:6]([N:8]1[CH2:13][CH2:12][NH:11][CH2:10][CH2:9]1)=[O:7])([CH3:4])([CH3:3])[CH3:2].[CH2:14]([O:16][C:17](=[O:27])[C:18]1[CH:23]=[CH:22][C:21]([CH2:24]Br)=[C:20]([Br:26])[CH:19]=1)[CH3:15].O. (2) Given the product [C:37]([NH:1][CH2:2][C:3]1[CH:4]=[C:5]([C:20]2[S:24][C:23]([C@@:25]3([OH:36])[CH2:30][CH2:29][C@H:28]([C:31]([OH:33])=[O:32])[C:27]([CH3:34])([CH3:35])[CH2:26]3)=[N:22][CH:21]=2)[CH:6]=[C:7]([NH:9][C:10]2[N:15]=[C:14]([C:16]([F:18])([F:19])[F:17])[CH:13]=[CH:12][N:11]=2)[CH:8]=1)(=[O:39])[CH3:38].[C:37]([NH:51][CH2:49][C:7]1([NH:9][C:10]2[N:15]=[C:14]([C:16]([F:19])([F:17])[F:18])[CH:13]=[CH:12][N:11]=2)[CH:6]=[C:5]([C:20]2[S:24][C:23]([C@@:25]3([OH:36])[CH2:30][CH2:29][C@H:28]([C:31]([O:33][CH3:55])=[O:32])[C:27]([CH3:35])([CH3:34])[CH2:26]3)=[N:22][CH:21]=2)[CH:4]=[CH:3][CH2:8]1)(=[O:40])[CH3:38], predict the reactants needed to synthesize it. The reactants are: [NH2:1][CH2:2][C:3]1[CH:4]=[C:5]([C:20]2[S:24][C:23]([C@@:25]3([OH:36])[CH2:30][CH2:29][C@H:28]([C:31]([OH:33])=[O:32])[C:27]([CH3:35])([CH3:34])[CH2:26]3)=[N:22][CH:21]=2)[CH:6]=[C:7]([NH:9][C:10]2[N:15]=[C:14]([C:16]([F:19])([F:18])[F:17])[CH:13]=[CH:12][N:11]=2)[CH:8]=1.[C:37]([OH:40])(=[O:39])[CH3:38].C(Cl)CCl.C1C=CC2N(O)N=[N:51][C:49]=2C=1.[CH2:55](N(CC)CC)C. (3) Given the product [Br:13][C:10]1[CH:9]=[CH:8][C:7]([OH:12])=[C:6]([CH:1]2[CH2:2][CH2:3][CH2:4][CH2:5]2)[CH:11]=1, predict the reactants needed to synthesize it. The reactants are: [CH:1]1([C:6]2[CH:11]=[CH:10][CH:9]=[CH:8][C:7]=2[OH:12])[CH2:5][CH2:4][CH2:3][CH2:2]1.[Br-:13].[Br-].[Br-].C([N+](CCCC)(CCCC)CCCC)CCC.C([N+](CCCC)(CCCC)CCCC)CCC.C([N+](CCCC)(CCCC)CCCC)CCC. (4) Given the product [Cl:1][C:2]1[CH:9]=[C:8]([F:10])[CH:7]=[CH:6][C:3]=1[CH:4]1[C:31]([C:32]([O:34][CH3:35])=[O:33])=[C:30]([CH2:29][N:23]2[CH2:28][CH2:27][O:26][CH2:25][CH2:24]2)[NH:21][C:20]([C:14]2[C:13]([F:12])=[CH:18][C:17]([F:19])=[CH:16][N:15]=2)=[N:22]1, predict the reactants needed to synthesize it. The reactants are: [Cl:1][C:2]1[CH:9]=[C:8]([F:10])[CH:7]=[CH:6][C:3]=1[CH:4]=O.Cl.[F:12][C:13]1[C:14]([C:20](=[NH:22])[NH2:21])=[N:15][CH:16]=[C:17]([F:19])[CH:18]=1.[N:23]1([CH2:29][C:30](=O)[CH2:31][C:32]([O:34][CH3:35])=[O:33])[CH2:28][CH2:27][O:26][CH2:25][CH2:24]1.C([O-])(=O)C.[Na+]. (5) Given the product [CH:1]([C:3]1[CH:4]=[C:5]([CH:9]=[CH:10][CH:11]=1)[C:6]([NH:37][CH2:38][C:39]([O:40][CH2:41][CH3:42])=[O:19])=[O:8])=[O:2], predict the reactants needed to synthesize it. The reactants are: [CH:1]([C:3]1[CH:4]=[C:5]([CH:9]=[CH:10][CH:11]=1)[C:6]([OH:8])=O)=[O:2].CN(C([O:19]N1N=NC2C=CC=NC1=2)=[N+](C)C)C.F[P-](F)(F)(F)(F)F.C[N:37]1[CH2:42][CH2:41][O:40][CH2:39][CH2:38]1. (6) Given the product [Cl:1][C:2]1[N:10]=[C:9]2[C:5]([N:6]=[CH:7][N:8]2[CH2:24][CH3:25])=[C:4]([NH:11][C:12]2[CH:17]=[CH:16][CH:15]=[CH:14][CH:13]=2)[N:3]=1, predict the reactants needed to synthesize it. The reactants are: [Cl:1][C:2]1[N:10]=[C:9]2[C:5]([NH:6][CH:7]=[N:8]2)=[C:4]([NH:11][C:12]2[CH:17]=[CH:16][CH:15]=[CH:14][CH:13]=2)[N:3]=1.C([O-])([O-])=O.[K+].[K+].[CH2:24](I)[CH3:25]. (7) The reactants are: [CH3:1][O:2][C:3]([C@@H:5]1[CH2:10][NH:9][C@H:8]([C:11]([OH:13])=O)[CH2:7][CH2:6]1)=[O:4].[C:14]12[C:20](=[CH:21][CH:22]=[CH:23][CH:24]=1)[NH:19]C(=O)O[C:15]2=[O:16]. Given the product [O:13]=[C:11]1[C@@H:8]2[CH2:7][CH2:6][C@H:5]([C:3]([O:2][CH3:1])=[O:4])[CH2:10][N:9]2[C:15](=[O:16])[C:14]2[CH:24]=[CH:23][CH:22]=[CH:21][C:20]=2[NH:19]1, predict the reactants needed to synthesize it. (8) Given the product [F:31][C:28]1[CH:29]=[CH:30][C:25]([CH2:24][CH:11]2[C:12]3[C:17](=[CH:16][C:15]([O:20][CH3:21])=[C:14]([O:22][CH3:23])[CH:13]=3)[CH2:18][CH2:19][N:10]2[CH2:9][CH2:8][NH:7][C:6]([NH:46][C:47]2[C:56]3[C:51](=[N:52][C:53]([CH3:57])=[CH:54][CH:55]=3)[N:50]=[CH:49][CH:48]=2)=[O:32])=[CH:26][CH:27]=1, predict the reactants needed to synthesize it. The reactants are: C(O[C:6](=[O:32])[NH:7][CH2:8][CH2:9][N:10]1[CH2:19][CH2:18][C:17]2[C:12](=[CH:13][C:14]([O:22][CH3:23])=[C:15]([O:20][CH3:21])[CH:16]=2)[CH:11]1[CH2:24][C:25]1[CH:30]=[CH:29][C:28]([F:31])=[CH:27][CH:26]=1)(C)(C)C.Cl.C1N=CN(C(N2C=NC=C2)=O)C=1.[NH2:46][C:47]1[C:56]2[C:51](=[N:52][C:53]([CH3:57])=[CH:54][CH:55]=2)[N:50]=[CH:49][CH:48]=1.C[Si]([N-][Si](C)(C)C)(C)C.[Na+]. (9) The reactants are: C(OC(=O)C1C=C([O:11][C:12]([F:15])([F:14])[F:13])C(C=C)=CC=1N)C.[CH2:20]([O:22][C:23](=[O:39])[C:24]1[CH:29]=[C:28](C(F)(F)F)[C:27]([CH:34]([OH:37])[CH2:35][OH:36])=[CH:26][C:25]=1[NH2:38])[CH3:21]. Given the product [CH2:20]([O:22][C:23](=[O:39])[C:24]1[CH:29]=[C:28]([O:11][C:12]([F:15])([F:14])[F:13])[C:27]([CH:34]([OH:37])[CH2:35][OH:36])=[CH:26][C:25]=1[NH2:38])[CH3:21], predict the reactants needed to synthesize it.